From a dataset of Full USPTO retrosynthesis dataset with 1.9M reactions from patents (1976-2016). Predict the reactants needed to synthesize the given product. (1) Given the product [NH2:1][C:2]1[CH:3]=[C:4]([NH:31][CH2:30][C:25]2[CH:24]=[CH:29][CH:28]=[CH:27][N:26]=2)[C:5]([C:13]#[N:14])=[C:6]([C:8]2[O:9][CH:10]=[CH:11][CH:12]=2)[N:7]=1, predict the reactants needed to synthesize it. The reactants are: [NH2:1][C:2]1[N:7]=[C:6]([C:8]2[O:9][CH:10]=[CH:11][CH:12]=2)[C:5]([C:13]#[N:14])=[C:4](OS(C(F)(F)F)(=O)=O)[CH:3]=1.C[C:24]1[C:25]([CH2:30][NH2:31])=[N:26][CH:27]=[CH:28][CH:29]=1. (2) Given the product [CH3:7][N:8]([CH3:17])[CH2:9][C:10]1[CH:15]=[CH:14][CH:13]=[CH:12][CH:11]=1, predict the reactants needed to synthesize it. The reactants are: B.C1COCC1.[CH3:7][N:8]([CH3:17])[C:9](=O)[C:10]1[CH:15]=[CH:14][CH:13]=[CH:12][CH:11]=1.CO. (3) The reactants are: [Cl:1][C:2]1[CH:3]=[C:4]([C:12]2[O:16][N:15]=[C:14]([C:17]3[CH:22]=[CH:21][C:20]([CH2:23][N:24]4[CH:28]=[CH:27][C:26]([C:29]([O:31]CC)=[O:30])=[N:25]4)=[CH:19][CH:18]=3)[N:13]=2)[CH:5]=[CH:6][C:7]=1[O:8][CH:9]([CH3:11])[CH3:10].[OH-].[Na+:35]. Given the product [Cl:1][C:2]1[CH:3]=[C:4]([C:12]2[O:16][N:15]=[C:14]([C:17]3[CH:22]=[CH:21][C:20]([CH2:23][N:24]4[CH:28]=[CH:27][C:26]([C:29]([O-:31])=[O:30])=[N:25]4)=[CH:19][CH:18]=3)[N:13]=2)[CH:5]=[CH:6][C:7]=1[O:8][CH:9]([CH3:10])[CH3:11].[Na+:35], predict the reactants needed to synthesize it. (4) Given the product [CH3:42][O:41][CH2:40][CH2:39][N:7]([C:1]1[CH:2]=[CH:3][CH:4]=[CH:5][CH:6]=1)[C:8]1[N:13]=[C:12]([NH2:14])[N:11]=[C:10]([C:15]2[N:19]=[C:18]([C:20]3[CH:21]=[N:22][C:23]([O:26][CH2:27][C:28]([F:30])([F:29])[F:31])=[CH:24][CH:25]=3)[O:17][N:16]=2)[N:9]=1, predict the reactants needed to synthesize it. The reactants are: [C:1]1([NH:7][C:8]2[N:13]=[C:12]([NH2:14])[N:11]=[C:10]([C:15]3[N:19]=[C:18]([C:20]4[CH:21]=[N:22][C:23]([O:26][CH2:27][C:28]([F:31])([F:30])[F:29])=[CH:24][CH:25]=4)[O:17][N:16]=3)[N:9]=2)[CH:6]=[CH:5][CH:4]=[CH:3][CH:2]=1.C(=O)([O-])[O-].[Cs+].[Cs+].Br[CH2:39][CH2:40][O:41][CH3:42]. (5) Given the product [Cl:49][C:30]1[CH:29]=[CH:28][C:25]([CH2:26][NH:1][C:2]2[CH:3]=[CH:4][C:5]([C:8]([N:10]3[CH2:15][CH2:14][N:13]([C:16]4[CH:17]=[CH:18][CH:19]=[CH:20][CH:21]=4)[CH2:12][CH2:11]3)=[O:9])=[CH:6][CH:7]=2)=[CH:24][CH:23]=1, predict the reactants needed to synthesize it. The reactants are: [NH2:1][C:2]1[CH:7]=[CH:6][C:5]([C:8]([N:10]2[CH2:15][CH2:14][N:13]([C:16]3[CH:21]=[CH:20][CH:19]=[CH:18][CH:17]=3)[CH2:12][CH2:11]2)=[O:9])=[CH:4][CH:3]=1.Cl[C:23]1[CH:24]=[C:25]([CH:28]=[CH:29][CH:30]=1)[CH:26]=O.C(O[BH-](OC(=O)C)OC(=O)C)(=O)C.[Na+].C(O)(=O)C.[Cl:49]CCCl. (6) Given the product [CH2:1]([O:3][C:4](/[C:5](/[N:6]1[C:10]([CH3:11])=[CH:9][CH:8]=[C:7]1[C:12]([O:14][CH2:15][CH3:16])=[O:13])=[CH:20]\[OH:21])=[O:17])[CH3:2], predict the reactants needed to synthesize it. The reactants are: [CH2:1]([O:3][C:4](=[O:17])[CH2:5][N:6]1[C:10]([CH3:11])=[CH:9][CH:8]=[C:7]1[C:12]([O:14][CH2:15][CH3:16])=[O:13])[CH3:2].[H-].[Na+].[CH:20](OCC)=[O:21]. (7) Given the product [Cl:12][C:13]1[CH:18]=[C:17]([C:19]2[O:23][N:22]=[C:21]([C:24]3[CH:29]=[CH:28][C:27]([CH:30]=[O:31])=[CH:26][CH:25]=3)[N:20]=2)[CH:16]=[CH:15][C:14]=1[C:32]1[CH:33]=[CH:34][CH:35]=[CH:36][CH:37]=1, predict the reactants needed to synthesize it. The reactants are: [Cr](Cl)([O-])(=O)=O.[NH+]1C=CC=CC=1.[Cl:12][C:13]1[CH:18]=[C:17]([C:19]2[O:23][N:22]=[C:21]([C:24]3[CH:29]=[CH:28][C:27]([CH2:30][OH:31])=[CH:26][CH:25]=3)[N:20]=2)[CH:16]=[CH:15][C:14]=1[C:32]1[CH:37]=[CH:36][CH:35]=[CH:34][CH:33]=1. (8) Given the product [CH3:14][O:15][C:16]1[CH:17]=[C:18]([S:24]([NH:7][C:6]2[N:2]([CH3:1])[N:3]=[C:4]([C:8]3[CH:9]=[CH:10][CH:11]=[CH:12][CH:13]=3)[CH:5]=2)(=[O:25])=[O:26])[CH:19]=[CH:20][C:21]=1[O:22][CH3:23], predict the reactants needed to synthesize it. The reactants are: [CH3:1][N:2]1[C:6]([NH2:7])=[CH:5][C:4]([C:8]2[CH:13]=[CH:12][CH:11]=[CH:10][CH:9]=2)=[N:3]1.[CH3:14][O:15][C:16]1[CH:17]=[C:18]([S:24](Cl)(=[O:26])=[O:25])[CH:19]=[CH:20][C:21]=1[O:22][CH3:23].